From a dataset of Catalyst prediction with 721,799 reactions and 888 catalyst types from USPTO. Predict which catalyst facilitates the given reaction. (1) The catalyst class is: 11. Reactant: [NH2:1][CH2:2][CH2:3][CH2:4][CH2:5][CH2:6][C:7]([CH3:16])([C:10]1[CH:15]=[CH:14][CH:13]=[CH:12][CH:11]=1)[CH2:8][OH:9].CC1C=CC(S(O)(=O)=O)=CC=1.O.[O:29]1[CH:34]=[CH:33][CH2:32][CH2:31][CH2:30]1.C([O-])([O-])=O.[K+].[K+]. Product: [CH3:16][C:7]([C:10]1[CH:11]=[CH:12][CH:13]=[CH:14][CH:15]=1)([CH2:8][O:9][CH:30]1[CH2:31][CH2:32][CH2:33][CH2:34][O:29]1)[CH2:6][CH2:5][CH2:4][CH2:3][CH2:2][NH2:1]. (2) Reactant: [Br:1][C:2]1[CH:10]=[C:9]2[C:5]([C:6]([CH3:11])=[N:7][NH:8]2)=[CH:4][CH:3]=1.[H-].[Na+].Br[CH2:15][CH2:16][O:17][Si:18]([C:21]([CH3:24])([CH3:23])[CH3:22])([CH3:20])[CH3:19].O. Product: [Br:1][C:2]1[CH:10]=[C:9]2[C:5]([C:6]([CH3:11])=[N:7][N:8]2[CH2:15][CH2:16][O:17][Si:18]([C:21]([CH3:24])([CH3:23])[CH3:22])([CH3:20])[CH3:19])=[CH:4][CH:3]=1. The catalyst class is: 9.